Dataset: Forward reaction prediction with 1.9M reactions from USPTO patents (1976-2016). Task: Predict the product of the given reaction. (1) Given the reactants [CH:1]1([CH:7]([NH:22][C:23]2[CH:28]=[CH:27][C:26]([C:29]([N:31]([CH3:39])[CH2:32][CH2:33][C:34]([O:36]CC)=[O:35])=[O:30])=[CH:25][CH:24]=2)[C:8]2[CH:12]=[C:11]([C:13]3[CH:14]=[N:15][C:16]([O:19][CH3:20])=[CH:17][CH:18]=3)[O:10][C:9]=2[CH3:21])[CH2:6][CH2:5][CH2:4][CH2:3][CH2:2]1.[OH-].[Li+], predict the reaction product. The product is: [CH:1]1([CH:7]([NH:22][C:23]2[CH:24]=[CH:25][C:26]([C:29]([N:31]([CH3:39])[CH2:32][CH2:33][C:34]([OH:36])=[O:35])=[O:30])=[CH:27][CH:28]=2)[C:8]2[CH:12]=[C:11]([C:13]3[CH:14]=[N:15][C:16]([O:19][CH3:20])=[CH:17][CH:18]=3)[O:10][C:9]=2[CH3:21])[CH2:6][CH2:5][CH2:4][CH2:3][CH2:2]1. (2) Given the reactants Cl[CH2:2][C:3]1[N:4]([C:20]2[CH:25]=[CH:24][C:23]([N+:26]([O-:28])=[O:27])=[CH:22][CH:21]=2)[CH:5]=[C:6]([C:8]2[C:9]([C:14]3[CH:19]=[CH:18][CH:17]=[CH:16][CH:15]=3)=[N:10][O:11][C:12]=2[CH3:13])[N:7]=1.[CH3:29][C:30]1[CH:37]=[CH:36][C:33]([CH2:34][OH:35])=[CH:32][CH:31]=1, predict the reaction product. The product is: [CH3:13][C:12]1[O:11][N:10]=[C:9]([C:14]2[CH:19]=[CH:18][CH:17]=[CH:16][CH:15]=2)[C:8]=1[C:6]1[N:7]=[C:3]([CH2:2][O:35][CH2:34][C:33]2[CH:36]=[CH:37][C:30]([CH3:29])=[CH:31][CH:32]=2)[N:4]([C:20]2[CH:25]=[CH:24][C:23]([N+:26]([O-:28])=[O:27])=[CH:22][CH:21]=2)[CH:5]=1.